Binary Classification. Given a T-cell receptor sequence (or CDR3 region) and an epitope sequence, predict whether binding occurs between them. From a dataset of TCR-epitope binding with 47,182 pairs between 192 epitopes and 23,139 TCRs. The epitope is ITEEVGHTDLMAAY. The TCR CDR3 sequence is CASSLVLTDTIYF. Result: 0 (the TCR does not bind to the epitope).